Dataset: Full USPTO retrosynthesis dataset with 1.9M reactions from patents (1976-2016). Task: Predict the reactants needed to synthesize the given product. Given the product [Br:1][CH:51]([CH3:52])[CH2:50][CH2:49][C:43]1[CH:48]=[CH:47][CH:46]=[CH:45][CH:44]=1, predict the reactants needed to synthesize it. The reactants are: [Br-:1].[Br-].C1(P(C2C=CC=CC=2)C2C=CC=CC=2)C=CC=CC=1.BrBr.C1(P(C2C=CC=CC=2)C2C=CC=CC=2)C=CC=CC=1.[C:43]1([CH2:49][CH2:50][CH:51](O)[CH3:52])[CH:48]=[CH:47][CH:46]=[CH:45][CH:44]=1.